This data is from Full USPTO retrosynthesis dataset with 1.9M reactions from patents (1976-2016). The task is: Predict the reactants needed to synthesize the given product. (1) Given the product [NH2:7][C:8]1[C:17]2[N:18]=[C:19]([CH2:29][O:30][CH2:31][CH3:32])[N:20]([CH2:21][C:22]([NH:25][C:26](=[O:28])[CH3:27])([CH3:24])[CH3:23])[C:16]=2[C:15]2[CH:14]=[CH:13][C:12]([O:33][CH2:34][CH2:35][CH2:36][CH2:37][CH2:38][CH2:39][NH:40][C:5]([NH:4][CH:1]([CH3:3])[CH3:2])=[S:6])=[CH:11][C:10]=2[N:9]=1, predict the reactants needed to synthesize it. The reactants are: [CH:1]([N:4]=[C:5]=[S:6])([CH3:3])[CH3:2].[NH2:7][C:8]1[C:17]2[N:18]=[C:19]([CH2:29][O:30][CH2:31][CH3:32])[N:20]([CH2:21][C:22]([NH:25][C:26](=[O:28])[CH3:27])([CH3:24])[CH3:23])[C:16]=2[C:15]2[CH:14]=[CH:13][C:12]([O:33][CH2:34][CH2:35][CH2:36][CH2:37][CH2:38][CH2:39][NH2:40])=[CH:11][C:10]=2[N:9]=1. (2) The reactants are: [ClH:1].O1CCOCC1.[OH:8][C@@H:9]1[C@H:13]2[N:14]([C:18](=[O:32])[C@@H:19]([NH:24]C(=O)OC(C)(C)C)[C:20]([CH3:23])([CH3:22])[CH3:21])[CH2:15][C@@H:16]([CH3:17])[C@H:12]2[O:11][CH2:10]1. Given the product [ClH:1].[NH2:24][C@@H:19]([C:20]([CH3:21])([CH3:23])[CH3:22])[C:18]([N:14]1[CH2:15][C@@H:16]([CH3:17])[C@H:12]2[O:11][CH2:10][C@H:9]([OH:8])[C@@H:13]12)=[O:32], predict the reactants needed to synthesize it. (3) Given the product [Cl:1][C:2]1[CH:10]=[C:9]2[C:5]([C:6]([CH2:38][C:39]3[CH:41]=[CH:25][CH:24]=[C:28]([F:29])[CH:32]=3)([C:12]3[CH:17]=[CH:16][CH:15]=[C:14]([O:18][CH3:19])[CH:13]=3)[C:7](=[O:11])[NH:8]2)=[CH:4][CH:3]=1, predict the reactants needed to synthesize it. The reactants are: [Cl:1][C:2]1[CH:10]=[C:9]2[C:5]([CH:6]([C:12]3[CH:17]=[CH:16][CH:15]=[C:14]([O:18][CH3:19])[CH:13]=3)[C:7](=[O:11])[NH:8]2)=[CH:4][CH:3]=1.BrCC1C=C[CH:25]=[C:24]([CH2:28][F:29])C=1.[I-].[K+].[C:32](=O)([O-])[O-].[K+].[K+].[CH3:38][C:39]([CH3:41])=O. (4) Given the product [CH2:1]([O:8][C:9]1[C:10]([CH3:16])=[N:11][CH:12]=[C:13]([Br:17])[C:14]=1[OH:15])[C:2]1[CH:3]=[CH:4][CH:5]=[CH:6][CH:7]=1, predict the reactants needed to synthesize it. The reactants are: [CH2:1]([O:8][C:9]1[C:14](=[O:15])[CH:13]=[CH:12][NH:11][C:10]=1[CH3:16])[C:2]1[CH:7]=[CH:6][CH:5]=[CH:4][CH:3]=1.[Br:17]N1C(=O)CCC1=O. (5) Given the product [Cl:28][C:29]1[CH:34]=[CH:33][C:32]([O:35][C:2]2[CH:9]=[CH:8][C:7]([CH2:10][CH2:11][C:12]3[NH:13][CH:14]=[C:15]([CH2:19][C:20]4[CH:21]=[N:22][C:23]([O:26][CH3:27])=[N:24][CH:25]=4)[C:16](=[O:18])[N:17]=3)=[CH:6][C:3]=2[C:4]#[N:5])=[CH:31][C:30]=1[C:36]([F:37])([F:38])[F:39], predict the reactants needed to synthesize it. The reactants are: F[C:2]1[CH:9]=[CH:8][C:7]([CH2:10][CH2:11][C:12]2[NH:13][CH:14]=[C:15]([CH2:19][C:20]3[CH:21]=[N:22][C:23]([O:26][CH3:27])=[N:24][CH:25]=3)[C:16](=[O:18])[N:17]=2)=[CH:6][C:3]=1[C:4]#[N:5].[Cl:28][C:29]1[CH:34]=[CH:33][C:32]([OH:35])=[CH:31][C:30]=1[C:36]([F:39])([F:38])[F:37].C([O-])([O-])=O.[K+].[K+].